This data is from Full USPTO retrosynthesis dataset with 1.9M reactions from patents (1976-2016). The task is: Predict the reactants needed to synthesize the given product. (1) Given the product [C:1]([O:9][C@@H:10]1[CH2:18][C@@H:13]2[O:14][C:15](=[O:17])[CH2:16][C@@H:12]2[C@@H:11]1[CH2:19][O:20][Si:30]([C:26]([CH3:29])([CH3:28])[CH3:27])([C:38]1[CH:39]=[CH:40][CH:41]=[CH:42][CH:43]=1)[C:32]1[CH:37]=[CH:36][CH:35]=[CH:34][CH:33]=1)(=[O:8])[C:2]1[CH:3]=[CH:4][CH:5]=[CH:6][CH:7]=1, predict the reactants needed to synthesize it. The reactants are: [C:1]([O:9][C@@H:10]1[CH2:18][C@@H:13]2[O:14][C:15](=[O:17])[CH2:16][C@@H:12]2[C@@H:11]1[CH2:19][OH:20])(=[O:8])[C:2]1[CH:7]=[CH:6][CH:5]=[CH:4][CH:3]=1.N1C=CN=C1.[C:26]([Si:30]([C:38]1[CH:43]=[CH:42][CH:41]=[CH:40][CH:39]=1)([C:32]1[CH:37]=[CH:36][CH:35]=[CH:34][CH:33]=1)Cl)([CH3:29])([CH3:28])[CH3:27].[Cl-].[NH4+]. (2) Given the product [CH:11]([O:14][C:15]([N:17]1[CH2:18][CH2:19][CH:20]([O:23][C:6]2[CH:5]=[CH:4][N:3]=[C:2]([Cl:1])[CH:7]=2)[CH2:21][CH2:22]1)=[O:16])([CH3:13])[CH3:12].[CH:11]([O:14][C:15]([N:17]1[CH2:18][CH2:19][CH:20]([O:23][C:2]2[CH:7]=[C:6]([Cl:8])[CH:5]=[CH:4][N:3]=2)[CH2:21][CH2:22]1)=[O:16])([CH3:13])[CH3:12], predict the reactants needed to synthesize it. The reactants are: [Cl:1][C:2]1[CH:7]=[C:6]([Cl:8])[CH:5]=[CH:4][N:3]=1.[H-].[Na+].[CH:11]([O:14][C:15]([N:17]1[CH2:22][CH2:21][CH:20]([OH:23])[CH2:19][CH2:18]1)=[O:16])([CH3:13])[CH3:12].O. (3) Given the product [CH3:13][O:14][C:15]1[CH:22]=[C:21]([O:23][CH2:26][CH2:27][CH2:28][N:29]2[CH2:33][CH2:32][CH2:31][CH2:30]2)[CH:20]=[CH:19][C:16]=1[C:17]1[N:12]([CH3:11])[C:4](=[O:6])[C:3]2[CH:7]=[CH:8][CH:9]=[N:10][C:2]=2[N:1]=1, predict the reactants needed to synthesize it. The reactants are: [NH2:1][C:2]1[N:10]=[CH:9][CH:8]=[CH:7][C:3]=1[C:4]([OH:6])=O.[CH3:11][NH2:12].[CH3:13][O:14][C:15]1[CH:22]=[C:21]([OH:23])[CH:20]=[CH:19][C:16]=1[CH:17]=O.[Br-].Br[CH2:26][CH2:27][CH2:28][NH+:29]1[CH2:33][CH2:32][CH2:31][CH2:30]1. (4) Given the product [CH2:1]([O:8][C:9]([NH:11][C@H:12]([C:13]1[N:15]([C@@H:16]([CH3:21])[C:17]([O:19][CH3:20])=[O:18])[N:85]=[N:84][N:83]=1)[CH2:22][C:23]1[CH:28]=[CH:27][C:26]([O:29][C:30]([CH3:33])([CH3:32])[CH3:31])=[CH:25][CH:24]=1)=[O:10])[C:2]1[CH:7]=[CH:6][CH:5]=[CH:4][CH:3]=1, predict the reactants needed to synthesize it. The reactants are: [CH2:1]([O:8][C:9]([NH:11][C@@H:12]([CH2:22][C:23]1[CH:28]=[CH:27][C:26]([O:29][C:30]([CH3:33])([CH3:32])[CH3:31])=[CH:25][CH:24]=1)[C:13]([NH:15][C@@H:16]([CH3:21])[C:17]([O:19][CH3:20])=[O:18])=O)=[O:10])[C:2]1[CH:7]=[CH:6][CH:5]=[CH:4][CH:3]=1.C1(P(C2C=CC=CC=2)C2C=CC=CN=2)C=CC=CC=1.N#N.CC(OC(/N=N/C(OC(C)C)=O)=O)C.C1(P([N:83]=[N+:84]=[N-:85])(C2C=CC=CC=2)=O)C=CC=CC=1. (5) Given the product [F:7][CH2:23][C@@H:22]1[CH2:21][N:20]2[N:25]=[C:26]([CH2:28][O:29][C:30]3[CH:35]=[CH:34][CH:33]=[CH:32][CH:31]=3)[CH:27]=[C:19]2[C:18](=[O:36])[N:17]1[C:14]1[CH:13]=[CH:12][C:11]([F:10])=[CH:16][CH:15]=1, predict the reactants needed to synthesize it. The reactants are: CCN(S(F)(F)[F:7])CC.[F:10][C:11]1[CH:16]=[CH:15][C:14]([N:17]2[C@H:22]([CH2:23]O)[CH2:21][N:20]3[N:25]=[C:26]([CH2:28][O:29][C:30]4[CH:35]=[CH:34][CH:33]=[CH:32][CH:31]=4)[CH:27]=[C:19]3[C:18]2=[O:36])=[CH:13][CH:12]=1. (6) Given the product [S:38]([OH:42])([OH:41])(=[O:40])=[O:39].[C:1]([N:4]1[CH2:9][CH2:8][N:7]([C:10]2[N:11]([CH2:32][C:33]([F:36])([F:35])[F:34])[C:12]3[C:17]([N:18]=2)=[C:16]([N:19]2[CH2:20][CH2:21][O:22][CH2:23][CH2:24]2)[N:15]=[C:14]([C:25]2[CH:26]=[N:27][C:28]([NH2:31])=[N:29][CH:30]=2)[N:13]=3)[CH2:6][C@@H:5]1[CH3:37])(=[O:3])[CH3:2], predict the reactants needed to synthesize it. The reactants are: [C:1]([N:4]1[CH2:9][CH2:8][N:7]([C:10]2[N:11]([CH2:32][C:33]([F:36])([F:35])[F:34])[C:12]3[C:17]([N:18]=2)=[C:16]([N:19]2[CH2:24][CH2:23][O:22][CH2:21][CH2:20]2)[N:15]=[C:14]([C:25]2[CH:26]=[N:27][C:28]([NH2:31])=[N:29][CH:30]=2)[N:13]=3)[CH2:6][C@@H:5]1[CH3:37])(=[O:3])[CH3:2].[S:38](=[O:42])(=[O:41])([OH:40])[OH:39]. (7) Given the product [C:19]([O:23][C:24]([N:26]1[CH2:31][CH2:30][CH:29]([CH2:32][N:33]([C:2]2[CH:3]=[C:4]([NH:8][C:9]3[CH:14]=[CH:13][C:12]([S:15]([CH3:18])(=[O:17])=[O:16])=[CH:11][CH:10]=3)[N:5]=[CH:6][N:7]=2)[CH3:34])[CH2:28][CH2:27]1)=[O:25])([CH3:22])([CH3:21])[CH3:20], predict the reactants needed to synthesize it. The reactants are: Cl[C:2]1[N:7]=[CH:6][N:5]=[C:4]([NH:8][C:9]2[CH:14]=[CH:13][C:12]([S:15]([CH3:18])(=[O:17])=[O:16])=[CH:11][CH:10]=2)[CH:3]=1.[C:19]([O:23][C:24]([N:26]1[CH2:31][CH2:30][CH:29]([CH2:32][NH:33][CH3:34])[CH2:28][CH2:27]1)=[O:25])([CH3:22])([CH3:21])[CH3:20].C([O-])([O-])=O.[K+].[K+]. (8) Given the product [N:1]1([C:7]2[CH:14]=[CH:13][C:12]([NH2:15])=[CH:11][C:8]=2[C:9]#[N:10])[CH2:2][CH2:3][CH2:4][CH2:5][CH2:6]1, predict the reactants needed to synthesize it. The reactants are: [N:1]1([C:7]2[CH:14]=[CH:13][C:12]([N+:15]([O-])=O)=[CH:11][C:8]=2[C:9]#[N:10])[CH2:6][CH2:5][CH2:4][CH2:3][CH2:2]1. (9) The reactants are: [C:1](Cl)([C:14]1[CH:19]=[CH:18][CH:17]=[CH:16][CH:15]=1)([C:8]1[CH:13]=[CH:12][CH:11]=[CH:10][CH:9]=1)[C:2]1[CH:7]=[CH:6][CH:5]=[CH:4][CH:3]=1.[CH2:21]([NH:23][CH2:24][CH2:25][NH2:26])[CH3:22]. Given the product [C:1]([NH:26][CH2:25][CH2:24][NH:23][CH2:21][CH3:22])([C:14]1[CH:19]=[CH:18][CH:17]=[CH:16][CH:15]=1)([C:8]1[CH:13]=[CH:12][CH:11]=[CH:10][CH:9]=1)[C:2]1[CH:7]=[CH:6][CH:5]=[CH:4][CH:3]=1, predict the reactants needed to synthesize it.